Dataset: Full USPTO retrosynthesis dataset with 1.9M reactions from patents (1976-2016). Task: Predict the reactants needed to synthesize the given product. (1) The reactants are: [CH2:1]([O:8][C:9]([NH:11][C:12]1[C:13]([C:23]([O:25][CH2:26][CH3:27])=[O:24])=[N:14][C:15]2[C:20]([CH:21]=1)=[CH:19][N:18]=[C:17](Br)[CH:16]=2)=[O:10])[C:2]1[CH:7]=[CH:6][CH:5]=[CH:4][CH:3]=1.[CH3:28][C:29]1(C)C(C)(C)OB(C=C)O1.C(=O)([O-])[O-].[K+].[K+]. Given the product [CH2:1]([O:8][C:9]([NH:11][C:12]1[C:13]([C:23]([O:25][CH2:26][CH3:27])=[O:24])=[N:14][C:15]2[C:20]([CH:21]=1)=[CH:19][N:18]=[C:17]([CH:28]=[CH2:29])[CH:16]=2)=[O:10])[C:2]1[CH:7]=[CH:6][CH:5]=[CH:4][CH:3]=1, predict the reactants needed to synthesize it. (2) Given the product [CH2:1]([N:3]1[C:9]2[N:10]=[CH:11][C:12]([CH2:14][CH2:15][O:16][C:17]3[CH:26]=[CH:25][C:20]([C:21]([OH:23])=[O:22])=[CH:19][C:18]=3[CH3:27])=[CH:13][C:8]=2[C:7](=[O:28])[N:6]([CH3:29])[C:5]2[CH:30]=[CH:31][CH:32]=[N:33][C:4]1=2)[CH3:2], predict the reactants needed to synthesize it. The reactants are: [CH2:1]([N:3]1[C:9]2[N:10]=[CH:11][C:12]([CH2:14][CH2:15][O:16][C:17]3[CH:26]=[CH:25][C:20]([C:21]([O:23]C)=[O:22])=[CH:19][C:18]=3[CH3:27])=[CH:13][C:8]=2[C:7](=[O:28])[N:6]([CH3:29])[C:5]2[CH:30]=[CH:31][CH:32]=[N:33][C:4]1=2)[CH3:2].[OH-].[Na+].Cl.